Task: Predict the reactants needed to synthesize the given product.. Dataset: Full USPTO retrosynthesis dataset with 1.9M reactions from patents (1976-2016) (1) Given the product [C:16]([C:18]1[N:23]=[CH:22][C:21]([NH:24][C:25]([NH:8][C:7]2[CH:9]=[CH:10][C:4]([O:3][CH2:1][CH3:2])=[CH:5][C:6]=2[C:11]2[O:12][CH:13]=[CH:14][N:15]=2)=[O:26])=[CH:20][CH:19]=1)#[N:17], predict the reactants needed to synthesize it. The reactants are: [CH2:1]([O:3][C:4]1[CH:10]=[CH:9][C:7]([NH2:8])=[C:6]([C:11]2[O:12][CH:13]=[CH:14][N:15]=2)[CH:5]=1)[CH3:2].[C:16]([C:18]1[N:23]=[CH:22][C:21]([NH:24][C:25](=O)[O:26]C2C=CC=CC=2)=[CH:20][CH:19]=1)#[N:17]. (2) Given the product [Cl:1][C:2]1[C:7]([C:8]([Cl:12])=[N:9][OH:10])=[C:6]([Cl:11])[CH:5]=[CH:4][N:3]=1, predict the reactants needed to synthesize it. The reactants are: [Cl:1][C:2]1[C:7]([CH:8]=[N:9][OH:10])=[C:6]([Cl:11])[CH:5]=[CH:4][N:3]=1.[Cl:12]N1C(=O)CCC1=O. (3) Given the product [F:1][C:2]1[CH:7]=[C:6]([I:8])[CH:5]=[CH:4][C:3]=1[NH:9][C:10]1[N:15]([CH3:16])[C:14](=[O:17])[C:13]2[CH:18]=[CH:19][O:20][C:12]=2[C:11]=1[C:21]([NH:29][CH2:28][CH2:27][CH2:26][OH:25])=[O:22], predict the reactants needed to synthesize it. The reactants are: [F:1][C:2]1[CH:7]=[C:6]([I:8])[CH:5]=[CH:4][C:3]=1[NH:9][C:10]1[N:15]([CH3:16])[C:14](=[O:17])[C:13]2[CH:18]=[CH:19][O:20][C:12]=2[C:11]=1[C:21](O)=[O:22].C[O:25][CH2:26][CH2:27][CH2:28][NH2:29].B(Br)(Br)Br. (4) Given the product [CH2:1]([O:8][C:9]1[CH:18]=[C:17]2[C:12]([C:13]([C:20]3[CH:25]=[CH:24][CH:23]=[C:22]([Cl:26])[CH:21]=3)=[N:14][N:15]([CH2:30][C:31]([C:33]3([C:36]4[CH:46]=[CH:45][C:39]5[O:40][C:41]([F:43])([F:44])[O:42][C:38]=5[CH:37]=4)[CH2:34][CH2:35]3)=[O:32])[C:16]2=[O:19])=[CH:11][CH:10]=1)[C:2]1[CH:3]=[CH:4][CH:5]=[CH:6][CH:7]=1, predict the reactants needed to synthesize it. The reactants are: [CH2:1]([O:8][C:9]1[CH:18]=[C:17]2[C:12]([C:13]([C:20]3[CH:25]=[CH:24][CH:23]=[C:22]([Cl:26])[CH:21]=3)=[N:14][NH:15][C:16]2=[O:19])=[CH:11][CH:10]=1)[C:2]1[CH:7]=[CH:6][CH:5]=[CH:4][CH:3]=1.[H-].[Na+].Br[CH2:30][C:31]([C:33]1([C:36]2[CH:46]=[CH:45][C:39]3[O:40][C:41]([F:44])([F:43])[O:42][C:38]=3[CH:37]=2)[CH2:35][CH2:34]1)=[O:32]. (5) Given the product [Cl:13][C:9]1[CH:8]=[C:7]([C@@:5]([C@@H:14]2[CH2:19][CH2:18][CH2:17][N:16]([C:20]([O:22][C:23]([CH3:26])([CH3:25])[CH3:24])=[O:21])[CH2:15]2)([O:4][CH2:3][CH2:2][NH:1][C:37]([O:39][CH3:40])=[O:38])[CH3:6])[CH:12]=[CH:11][CH:10]=1, predict the reactants needed to synthesize it. The reactants are: [NH2:1][CH2:2][CH2:3][O:4][C@:5]([C@@H:14]1[CH2:19][CH2:18][CH2:17][N:16]([C:20]([O:22][C:23]([CH3:26])([CH3:25])[CH3:24])=[O:21])[CH2:15]1)([C:7]1[CH:12]=[CH:11][CH:10]=[C:9]([Cl:13])[CH:8]=1)[CH3:6].CCN(C(C)C)C(C)C.Cl[C:37]([O:39][CH3:40])=[O:38].